From a dataset of Reaction yield outcomes from USPTO patents with 853,638 reactions. Predict the reaction yield, written as a fraction of the theoretical maximum amount of product (1.0 means a 100% yield; for example, 0.34 means a 34% yield). (1) The reactants are [OH:1][C:2]1[C:9]([CH3:10])=[CH:8][C:5]([C:6]#[N:7])=[CH:4][C:3]=1[CH3:11].[H-].[Na+].[CH2:14](Br)[C:15]1[CH:20]=[CH:19][CH:18]=[CH:17][CH:16]=1. The catalyst is CN(C=O)C. The product is [CH2:14]([O:1][C:2]1[C:3]([CH3:11])=[CH:4][C:5]([C:6]#[N:7])=[CH:8][C:9]=1[CH3:10])[C:15]1[CH:20]=[CH:19][CH:18]=[CH:17][CH:16]=1. The yield is 1.00. (2) The reactants are [NH2:1][C:2]1[CH:11]=[CH:10][CH:9]=[C:8]2[C:3]=1[CH:4]=[C:5]([C:12]([O:14][CH3:15])=[O:13])[N:6]=[CH:7]2.C1(C)C=CC=CC=1.[Br:23][C:24]1[CH:29]=[CH:28][C:27]([CH2:30][N:31]=[C:32]=[O:33])=[CH:26][CH:25]=1. The catalyst is C1COCC1. The product is [Br:23][C:24]1[CH:25]=[CH:26][C:27]([CH2:30][NH:31][C:32]([NH:1][C:2]2[CH:11]=[CH:10][CH:9]=[C:8]3[C:3]=2[CH:4]=[C:5]([C:12]([O:14][CH3:15])=[O:13])[N:6]=[CH:7]3)=[O:33])=[CH:28][CH:29]=1. The yield is 0.850. (3) The reactants are [CH3:1][C@@H:2]1[NH:7][CH2:6][CH2:5][N:4]([C:8]([O:10][C:11]([CH3:14])([CH3:13])[CH3:12])=[O:9])[CH2:3]1.Br[C:16]1[CH:17]=[CH:18][C:19]([N+:22]([O-:24])=[O:23])=[N:20][CH:21]=1. No catalyst specified. The product is [CH3:1][C@@H:2]1[N:7]([C:16]2[CH:21]=[N:20][C:19]([N+:22]([O-:24])=[O:23])=[CH:18][CH:17]=2)[CH2:6][CH2:5][N:4]([C:8]([O:10][C:11]([CH3:13])([CH3:12])[CH3:14])=[O:9])[CH2:3]1. The yield is 0.500. (4) The reactants are [NH2:1][C:2]1[C:3]2[C:10]([C:11]3[CH:19]=[CH:18][C:14]([C:15]([OH:17])=O)=[CH:13][CH:12]=3)=[C:9]([CH3:20])[S:8][C:4]=2[N:5]=[CH:6][N:7]=1.[CH:21]1[CH:22]=[CH:23][C:24]2N(O)N=[N:27][C:25]=2[CH:26]=1.NC1C=CC=CC=1.CN1CCOCC1. The catalyst is CN(C=O)C. The product is [NH2:1][C:2]1[C:3]2[C:10]([C:11]3[CH:12]=[CH:13][C:14]([C:15]([NH:27][C:25]4[CH:26]=[CH:21][CH:22]=[CH:23][CH:24]=4)=[O:17])=[CH:18][CH:19]=3)=[C:9]([CH3:20])[S:8][C:4]=2[N:5]=[CH:6][N:7]=1. The yield is 0.750. (5) The reactants are [CH3:1][O:2][C:3]1[C:8]([NH2:9])=[CH:7][C:6]([B:10]2[O:14][C:13]([CH3:16])([CH3:15])[C:12]([CH3:18])([CH3:17])[O:11]2)=[CH:5][N:4]=1.[CH3:19][O:20][C:21]1[CH:26]=[CH:25][C:24]([S:27](Cl)(=[O:29])=[O:28])=[CH:23][CH:22]=1. No catalyst specified. The product is [CH3:19][O:20][C:21]1[CH:22]=[CH:23][C:24]([S:27]([NH:9][C:8]2[C:3]([O:2][CH3:1])=[N:4][CH:5]=[C:6]([B:10]3[O:14][C:13]([CH3:16])([CH3:15])[C:12]([CH3:18])([CH3:17])[O:11]3)[CH:7]=2)(=[O:29])=[O:28])=[CH:25][CH:26]=1. The yield is 0.770. (6) The reactants are [CH3:1][C:2]1[CH:7]=[CH:6][CH:5]=[C:4]([CH3:8])[C:3]=1[C:9]1[CH:14]=[CH:13][CH:12]=[C:11]([CH2:15][NH:16][C:17]2[CH:22]=[CH:21][C:20]([CH2:23][CH2:24][C:25]([O:27]C)=[O:26])=[CH:19][CH:18]=2)[CH:10]=1.[OH-].[Na+].O.C(O)(=O)CC(CC(O)=O)(C(O)=O)O. The catalyst is CO.O1CCCC1. The product is [CH3:8][C:4]1[CH:5]=[CH:6][CH:7]=[C:2]([CH3:1])[C:3]=1[C:9]1[CH:14]=[CH:13][CH:12]=[C:11]([CH2:15][NH:16][C:17]2[CH:18]=[CH:19][C:20]([CH2:23][CH2:24][C:25]([OH:27])=[O:26])=[CH:21][CH:22]=2)[CH:10]=1. The yield is 0.570. (7) The reactants are [C:1]([O:4][C:5]1[CH:6]=[C:7]([CH:11]=[CH:12][CH:13]=1)[C:8](O)=[O:9])(=[O:3])[CH3:2].C(Cl)(=O)C([Cl:17])=O.CN(C=O)C. The catalyst is CCOCC. The product is [C:1]([O:4][C:5]1[CH:6]=[C:7]([CH:11]=[CH:12][CH:13]=1)[C:8]([Cl:17])=[O:9])(=[O:3])[CH3:2]. The yield is 1.00. (8) The reactants are C(OC([C:6]1[C:7]([C:18]2[CH:23]=[CH:22][N:21]=[CH:20][CH:19]=2)=[C:8]([C:11]2[CH:16]=[CH:15][C:14]([F:17])=[CH:13][CH:12]=2)[NH:9][CH:10]=1)=O)C.S(=O)(=O)(O)O.O.[OH-].[Na+]. The catalyst is C(O)(=O)C. The product is [F:17][C:14]1[CH:13]=[CH:12][C:11]([C:8]2[NH:9][CH:10]=[CH:6][C:7]=2[C:18]2[CH:23]=[CH:22][N:21]=[CH:20][CH:19]=2)=[CH:16][CH:15]=1. The yield is 0.990.